Dataset: Full USPTO retrosynthesis dataset with 1.9M reactions from patents (1976-2016). Task: Predict the reactants needed to synthesize the given product. (1) The reactants are: Br[CH:2]([CH2:14][O:15][CH3:16])[C:3]([NH:5][C:6]([CH3:13])([CH3:12])[C:7]#[C:8][CH2:9][O:10][CH3:11])=[O:4].[Cl:17][C:18]1[CH:19]=[N:20][CH:21]=[C:22]([OH:24])[CH:23]=1. Given the product [Cl:17][C:18]1[CH:23]=[C:22]([O:24][CH:2]([CH2:14][O:15][CH3:16])[C:3]([NH:5][C:6]([CH3:13])([CH3:12])[C:7]#[C:8][CH2:9][O:10][CH3:11])=[O:4])[CH:21]=[N:20][CH:19]=1, predict the reactants needed to synthesize it. (2) Given the product [ClH:1].[ClH:1].[NH2:3][CH:4]([CH:20]1[CH2:24][CH2:23][CH2:22][N:21]1[S:25]([C:28]1[CH:33]=[CH:32][CH:31]=[C:30]([Cl:1])[CH:29]=1)(=[O:27])=[O:26])[C:5]1[CH:19]=[CH:18][C:8]([C:9]([NH:11][C:12]2[CH:17]=[CH:16][N:15]=[CH:14][CH:13]=2)=[O:10])=[CH:7][CH:6]=1.[Cl:1][C:30]1[CH:29]=[C:28]([S:25]([Cl:2])(=[O:27])=[O:26])[CH:33]=[CH:32][CH:31]=1, predict the reactants needed to synthesize it. The reactants are: [ClH:1].[ClH:2].[NH2:3][CH:4]([CH:20]1[CH2:24][CH2:23][CH2:22][N:21]1[S:25]([C:28]1[CH:33]=[CH:32][C:31](OC)=[CH:30][CH:29]=1)(=[O:27])=[O:26])[C:5]1[CH:19]=[CH:18][C:8]([C:9]([NH:11][C:12]2[CH:17]=[CH:16][N:15]=[CH:14][CH:13]=2)=[O:10])=[CH:7][CH:6]=1.C(OC(N[C@H](C1C=CC(C(=O)NC2C=CN=CC=2)=CC=1)CC(O)=O)=O)(C)(C)C. (3) Given the product [CH3:18][C:10]1[N:11]2[C:16]([C:15](=[O:17])[NH:14][CH:13]=[N:12]2)=[C:8]([C:3]2[CH:4]=[N:5][N:6]([CH3:7])[C:2]=2[C:24]2[CH:25]=[CH:26][C:21]([C:20]([F:31])([F:30])[F:19])=[CH:22][CH:23]=2)[N:9]=1, predict the reactants needed to synthesize it. The reactants are: Br[C:2]1[N:6]([CH3:7])[N:5]=[CH:4][C:3]=1[C:8]1[N:9]=[C:10]([CH3:18])[N:11]2[C:16]=1[C:15](=[O:17])[NH:14][CH:13]=[N:12]2.[F:19][C:20]([F:31])([F:30])[C:21]1[CH:26]=[CH:25][C:24](B(O)O)=[CH:23][CH:22]=1.C(=O)([O-])[O-].[Na+].[Na+]. (4) Given the product [O:8]1[CH:9]=[CH:10][CH:11]=[C:7]1[C:5]1[CH:4]=[C:3]([C:2]([F:14])([F:13])[F:1])[NH:17][N:16]=1, predict the reactants needed to synthesize it. The reactants are: [F:1][C:2]([F:14])([F:13])[C:3](=O)[CH2:4][C:5]([C:7]1[O:8][CH:9]=[CH:10][CH:11]=1)=O.O.[NH2:16][NH2:17]. (5) Given the product [F:36][C:15]1([F:14])[C:33]2[C:18](=[CH:19][C:20]3[O:24][C:23]([C:25]4[CH:26]=[CH:27][N:28]=[CH:29][C:30]=4[O:11][CH2:10][C:9]([F:13])([F:12])[F:8])=[N:22][C:21]=3[CH:32]=2)[C:17]([F:34])([F:35])[O:16]1, predict the reactants needed to synthesize it. The reactants are: [H-].[Na+].CN(C=O)C.[F:8][C:9]([F:13])([F:12])[CH2:10][OH:11].[F:14][C:15]1([F:36])[C:33]2[C:18](=[CH:19][C:20]3[O:24][C:23]([C:25]4[CH:30]=[CH:29][N:28]=[CH:27][C:26]=4F)=[N:22][C:21]=3[CH:32]=2)[C:17]([F:35])([F:34])[O:16]1. (6) Given the product [Cl:58][C:59]1[CH:70]=[CH:69][C:62]2[NH:63][C:64]([C@@H:66]([NH:68][C:18](=[O:19])[C:17]3[CH:21]=[CH:22][C:14]([N:6]4[C:7]5[C:12](=[CH:11][CH:10]=[CH:9][CH:8]=5)[CH:13]=[C:5]4[CH2:4][N:2]([CH3:3])[CH3:1])=[C:15]([C:23]([F:25])([F:26])[F:24])[CH:16]=3)[CH3:67])=[N:65][C:61]=2[CH:60]=1, predict the reactants needed to synthesize it. The reactants are: [CH3:1][N:2]([CH2:4][C:5]1[N:6]([C:14]2[CH:22]=[CH:21][C:17]([C:18](O)=[O:19])=[CH:16][C:15]=2[C:23]([F:26])([F:25])[F:24])[C:7]2[C:12]([CH:13]=1)=[CH:11][CH:10]=[CH:9][CH:8]=2)[CH3:3].CN(C(ON1N=NC2C=CC=CC1=2)=[N+](C)C)C.[B-](F)(F)(F)F.C(N(C(C)C)CC)(C)C.[Cl:58][C:59]1[CH:70]=[CH:69][C:62]2[NH:63][C:64]([C@@H:66]([NH2:68])[CH3:67])=[N:65][C:61]=2[CH:60]=1.ClCl.